From a dataset of Forward reaction prediction with 1.9M reactions from USPTO patents (1976-2016). Predict the product of the given reaction. (1) Given the reactants [CH3:1][O:2][C:3](=[O:25])[NH:4][C:5]1[CH:10]=[CH:9][C:8]([F:11])=[C:7]([CH:12]([C:14]2[C:22]3[C:17](=[N:18][CH:19]=[C:20]([Br:23])[CH:21]=3)[NH:16][CH:15]=2)[OH:13])[C:6]=1[F:24].O1CCCC1.CC(OI1(OC(C)=O)(OC(C)=O)OC(=O)C2C=CC=CC1=2)=O, predict the reaction product. The product is: [CH3:1][O:2][C:3](=[O:25])[NH:4][C:5]1[CH:10]=[CH:9][C:8]([F:11])=[C:7]([C:12]([C:14]2[C:22]3[C:17](=[N:18][CH:19]=[C:20]([Br:23])[CH:21]=3)[NH:16][CH:15]=2)=[O:13])[C:6]=1[F:24]. (2) Given the reactants [C:1]([C:3]1[CH:15]=[C:14]2[C:6]([C:7]3[C:8](=[O:30])[C:9]4[CH:21]=[CH:20][C:19](OS(C(F)(F)F)(=O)=O)=[CH:18][C:10]=4[C:11]([CH3:17])([CH3:16])[C:12]=3[NH:13]2)=[CH:5][CH:4]=1)#[N:2].Cl.[CH3:32][N:33]([CH3:37])[CH2:34][CH2:35][SH:36], predict the reaction product. The product is: [CH3:32][N:33]([CH3:37])[CH2:34][CH2:35][S:36][C:19]1[CH:20]=[CH:21][C:9]2[C:8](=[O:30])[C:7]3[C:6]4[C:14](=[CH:15][C:3]([C:1]#[N:2])=[CH:4][CH:5]=4)[NH:13][C:12]=3[C:11]([CH3:17])([CH3:16])[C:10]=2[CH:18]=1. (3) The product is: [N:5]([C:8]1[N:9]([CH2:16][O:17][CH2:18][CH2:19][Si:20]([CH3:23])([CH3:22])[CH3:21])[C:10]([C:14]([OH:1])=[O:15])=[C:11]([Cl:13])[N:12]=1)=[N+:6]=[N-:7]. Given the reactants [O-:1]Cl=O.[Na+].[N:5]([C:8]1[N:9]([CH2:16][O:17][CH2:18][CH2:19][Si:20]([CH3:23])([CH3:22])[CH3:21])[C:10]([CH:14]=[O:15])=[C:11]([Cl:13])[N:12]=1)=[N+:6]=[N-:7].CC(=CC)C, predict the reaction product. (4) The product is: [Cl:24][C:25]1[CH:38]=[CH:37][C:28]2[S:29][C:30]([S:33]([NH:6][C:7]3[C:16]([S:17]([CH3:20])(=[O:19])=[O:18])=[CH:15][C:10]([C:11]([O:13][CH3:14])=[O:12])=[C:9]([CH3:21])[CH:8]=3)(=[O:34])=[O:35])=[C:31]([CH3:32])[C:27]=2[CH:26]=1. Given the reactants C1COCC1.[NH2:6][C:7]1[C:16]([S:17]([CH3:20])(=[O:19])=[O:18])=[CH:15][C:10]([C:11]([O:13][CH3:14])=[O:12])=[C:9]([CH3:21])[CH:8]=1.[H-].[Na+].[Cl:24][C:25]1[CH:38]=[CH:37][C:28]2[S:29][C:30]([S:33](Cl)(=[O:35])=[O:34])=[C:31]([CH3:32])[C:27]=2[CH:26]=1, predict the reaction product. (5) Given the reactants [NH:1]1[CH2:8][CH2:7][CH2:6][CH:2]1[C:3]([OH:5])=[O:4].[OH-].[Na+].[CH3:11][C:12]([O:15][C:16](O[C:16]([O:15][C:12]([CH3:14])([CH3:13])[CH3:11])=[O:17])=[O:17])([CH3:14])[CH3:13].C(O)(=O)CC(CC(O)=O)(C(O)=O)O, predict the reaction product. The product is: [C:12]([O:15][C:16]([N:1]1[CH2:8][CH2:7][CH2:6][CH:2]1[C:3]([OH:5])=[O:4])=[O:17])([CH3:14])([CH3:13])[CH3:11]. (6) Given the reactants [H-].[Na+].[Br:3][C:4]1[CH:5]=[CH:6][C:7]([O:11][CH3:12])=[C:8]([OH:10])[CH:9]=1.[CH2:13](Br)[C:14]1[CH:19]=[CH:18][CH:17]=[CH:16][CH:15]=1, predict the reaction product. The product is: [CH2:13]([O:10][C:8]1[CH:9]=[C:4]([Br:3])[CH:5]=[CH:6][C:7]=1[O:11][CH3:12])[C:14]1[CH:19]=[CH:18][CH:17]=[CH:16][CH:15]=1. (7) Given the reactants [CH3:1][C:2](=[CH:4][CH2:5][CH2:6][CH:7]([CH2:9][CH:10]=[O:11])[CH3:8])[CH3:3], predict the reaction product. The product is: [CH3:8][C@H:7]1[CH2:9][C@@H:10]([OH:11])[C@H:4]([C:2]([CH3:3])=[CH2:1])[CH2:5][CH2:6]1. (8) Given the reactants [NH2:1][C:2]1[N:7]=[CH:6][C:5]([O:8][C:9]2[C:18]3[C:13](=[CH:14][C:15]([O:21][CH2:22][CH:23]4[CH2:28][CH2:27][N:26](C(OC(C)(C)C)=O)[CH2:25][CH2:24]4)=[C:16]([O:19][CH3:20])[CH:17]=3)[N:12]=[CH:11][CH:10]=2)=[CH:4][CH:3]=1.[C:36]1([C:42]2[N:43]=[C:44]([C:47](O)=[O:48])[S:45][CH:46]=2)[CH:41]=[CH:40][CH:39]=[CH:38][CH:37]=1.CCN(C(C)C)C(C)C.CN(C(ON1N=NC2C=CC=NC1=2)=[N+](C)C)C.F[P-](F)(F)(F)(F)F, predict the reaction product. The product is: [CH3:20][O:19][C:16]1[CH:17]=[C:18]2[C:13](=[CH:14][C:15]=1[O:21][CH2:22][CH:23]1[CH2:28][CH2:27][NH:26][CH2:25][CH2:24]1)[N:12]=[CH:11][CH:10]=[C:9]2[O:8][C:5]1[CH:4]=[CH:3][C:2]([NH:1][C:47]([C:44]2[S:45][CH:46]=[C:42]([C:36]3[CH:37]=[CH:38][CH:39]=[CH:40][CH:41]=3)[N:43]=2)=[O:48])=[N:7][CH:6]=1. (9) The product is: [CH:1]1([C:7]2[CH:8]=[C:9]([C:19]([NH:28][N:22]3[CH2:27][CH2:26][O:25][CH2:24][CH2:23]3)=[O:20])[CH:10]=[N:11][C:12]=2[O:13][CH2:14][C:15]([F:17])([F:18])[F:16])[CH2:2][CH2:3][CH2:4][CH2:5][CH2:6]1. Given the reactants [CH:1]1([C:7]2[CH:8]=[C:9]([C:19](O)=[O:20])[CH:10]=[N:11][C:12]=2[O:13][CH2:14][C:15]([F:18])([F:17])[F:16])[CH2:6][CH2:5][CH2:4][CH2:3][CH2:2]1.[N:22]1([NH2:28])[CH2:27][CH2:26][O:25][CH2:24][CH2:23]1, predict the reaction product. (10) Given the reactants [O:1]1[CH2:6][CH2:5][N:4]([S:7]([C:10]2[CH:19]=[CH:18][C:13]([C:14]([NH:16][NH2:17])=[O:15])=[CH:12][CH:11]=2)(=[O:9])=[O:8])[CH2:3][CH2:2]1.[Cl:20][C:21]1[CH:22]=[CH:23][C:24]([OH:30])=[C:25]([C:27](=O)[CH3:28])[CH:26]=1, predict the reaction product. The product is: [Cl:20][C:21]1[CH:22]=[CH:23][C:24]([OH:30])=[C:25](/[C:27](=[N:17]/[NH:16][C:14](=[O:15])[C:13]2[CH:18]=[CH:19][C:10]([S:7]([N:4]3[CH2:5][CH2:6][O:1][CH2:2][CH2:3]3)(=[O:9])=[O:8])=[CH:11][CH:12]=2)/[CH3:28])[CH:26]=1.